From a dataset of Reaction yield outcomes from USPTO patents with 853,638 reactions. Predict the reaction yield, written as a fraction of the theoretical maximum amount of product (1.0 means a 100% yield; for example, 0.34 means a 34% yield). (1) The reactants are Cl.Cl.[N:3]1([C:9]([CH:11]2[CH2:16][CH2:15][CH2:14][N:13]([CH:17]3[CH2:22][CH2:21][NH:20][CH2:19][CH2:18]3)[CH2:12]2)=[O:10])[CH2:8][CH2:7][O:6][CH2:5][CH2:4]1.[NH2:23][C:24]1[S:25][C:26]2[C:35](=[O:36])[CH2:34][CH2:33][CH2:32][C:27]=2[C:28]=1[C:29](O)=[O:30]. No catalyst specified. The product is [NH2:23][C:24]1[S:25][C:26]2[C:35](=[O:36])[CH2:34][CH2:33][CH2:32][C:27]=2[C:28]=1[C:29]([N:20]1[CH2:21][CH2:22][CH:17]([N:13]2[CH2:14][CH2:15][CH2:16][CH:11]([C:9]([N:3]3[CH2:8][CH2:7][O:6][CH2:5][CH2:4]3)=[O:10])[CH2:12]2)[CH2:18][CH2:19]1)=[O:30]. The yield is 0.0750. (2) The reactants are [CH2:1]([C:4]1[C:9]([O:10][CH2:11][CH2:12][CH2:13][O:14][C:15]2[CH:20]=[C:19]([OH:21])[C:18]([C:22]3[CH:27]=[CH:26][C:25]([F:28])=[CH:24][CH:23]=3)=[CH:17][C:16]=2[CH2:29][CH3:30])=[CH:8][CH:7]=[CH:6][C:5]=1[S:31]([C:33]1[CH:41]=[CH:40][CH:39]=[CH:38][C:34]=1[C:35]([OH:37])=[O:36])=[O:32])[CH2:2][CH3:3].ClC1C=C(C=CC=1)C(OO)=[O:47]. The catalyst is C(Cl)Cl. The product is [OH2:10].[CH2:1]([C:4]1[C:9]([O:10][CH2:11][CH2:12][CH2:13][O:14][C:15]2[CH:20]=[C:19]([OH:21])[C:18]([C:22]3[CH:27]=[CH:26][C:25]([F:28])=[CH:24][CH:23]=3)=[CH:17][C:16]=2[CH2:29][CH3:30])=[CH:8][CH:7]=[CH:6][C:5]=1[S:31]([C:33]1[CH:41]=[CH:40][CH:39]=[CH:38][C:34]=1[C:35]([OH:37])=[O:36])(=[O:47])=[O:32])[CH2:2][CH3:3]. The yield is 0.580. (3) The yield is 0.870. The catalyst is C(O)=O. The reactants are [CH3:1][O:2][C:3]([C:5]1[S:6][CH:7]=[CH:8][C:9]=1[NH2:10])=[O:4].[C:11]([O-])(=[O:13])C.[NH4+]. The product is [CH3:1][O:2][C:3]([C:5]1[S:6][CH:7]=[CH:8][C:9]=1[NH:10][CH:11]=[O:13])=[O:4]. (4) The reactants are [CH2:1]([N:8]1[C:13](=[O:14])[CH:12]=[C:11]([C:15]2[CH:20]=[CH:19][C:18]([Cl:21])=[CH:17][CH:16]=2)[C:10](Cl)=[N:9]1)[C:2]1[CH:7]=[CH:6][CH:5]=[CH:4][CH:3]=1.[Cl:23][C:24]1[CH:29]=[CH:28][CH:27]=[CH:26][C:25]=1B(O)O.[O-]P([O-])([O-])=O.[K+].[K+].[K+].C(Cl)Cl. The catalyst is C1C=CC(P(C2C=CC=CC=2)[C-]2C=CC=C2)=CC=1.C1C=CC(P(C2C=CC=CC=2)[C-]2C=CC=C2)=CC=1.Cl[Pd]Cl.[Fe+2]. The product is [CH2:1]([N:8]1[C:13](=[O:14])[CH:12]=[C:11]([C:15]2[CH:20]=[CH:19][C:18]([Cl:21])=[CH:17][CH:16]=2)[C:10]([C:25]2[CH:26]=[CH:27][CH:28]=[CH:29][C:24]=2[Cl:23])=[N:9]1)[C:2]1[CH:7]=[CH:6][CH:5]=[CH:4][CH:3]=1. The yield is 0.880. (5) The catalyst is C1COCC1.O. The yield is 0.740. The product is [CH2:16]([C:7]1[CH:8]=[C:9]([C:12]([F:13])([F:15])[F:14])[CH:10]=[CH:11][C:6]=1[CH:5]=[CH:4][C:3]([OH:19])=[O:2])[CH2:17][CH3:18]. The reactants are C[O:2][C:3](=[O:19])[CH:4]=[CH:5][C:6]1[CH:11]=[CH:10][C:9]([C:12]([F:15])([F:14])[F:13])=[CH:8][C:7]=1[CH2:16][CH2:17][CH3:18].[Li+].[OH-]. (6) The reactants are [F:1][CH:2]([C:5]1[CH:10]=[CH:9][CH:8]=[CH:7][CH:6]=1)[CH:3]=O.[CH3:11][C:12]([S@:15]([NH2:17])=[O:16])([CH3:14])[CH3:13]. The catalyst is [Cu](Cl)Cl.C(Cl)Cl. The product is [F:1][CH:2]([C:5]1[CH:10]=[CH:9][CH:8]=[CH:7][CH:6]=1)/[CH:3]=[N:17]/[S@@:15]([C:12]([CH3:14])([CH3:13])[CH3:11])=[O:16]. The yield is 0.300.